This data is from Reaction yield outcomes from USPTO patents with 853,638 reactions. The task is: Predict the reaction yield, written as a fraction of the theoretical maximum amount of product (1.0 means a 100% yield; for example, 0.34 means a 34% yield). (1) The reactants are [OH-].[Na+].[CH3:3][C:4]([C:6]1[CH:11]=[CH:10][C:9]([Br:12])=[CH:8][CH:7]=1)=O.[CH:13](=[O:20])[C:14]1[CH:19]=[CH:18][CH:17]=[CH:16][CH:15]=1.C(C1C=CC=CC=1)(=O)C. The catalyst is O.C(O)C. The product is [Br:12][C:9]1[CH:10]=[CH:11][C:6]([CH:4]=[CH:3][C:13]([C:14]2[CH:19]=[CH:18][CH:17]=[CH:16][CH:15]=2)=[O:20])=[CH:7][CH:8]=1. The yield is 0.930. (2) The reactants are C([O:3][P:4]([CH:9]([C:35]#[N:36])[CH2:10][C:11]([CH3:34])=[CH:12][CH2:13][C:14]1[C:15]([O:27]CC[Si](C)(C)C)=[C:16]2[C:20](=[C:21]([CH3:25])[C:22]=1[O:23][CH3:24])[CH2:19][O:18][C:17]2=[O:26])(=[O:8])[O:5]CC)C.C[Si](Br)(C)C.N1C(C)=CC=CC=1C. The catalyst is C(#N)C. The product is [C:35]([CH:9]([P:4](=[O:3])([OH:5])[OH:8])[CH2:10][C:11]([CH3:34])=[CH:12][CH2:13][C:14]1[C:15]([OH:27])=[C:16]2[C:20](=[C:21]([CH3:25])[C:22]=1[O:23][CH3:24])[CH2:19][O:18][C:17]2=[O:26])#[N:36]. The yield is 0.600. (3) The catalyst is CN(C=O)C. The yield is 0.890. The reactants are Cl.[NH:2]=[C:3]1[CH2:7][CH2:6][CH2:5][NH:4]1.Br[CH2:9][C:10]([C:12]1[CH:17]=[CH:16][CH:15]=[CH:14][CH:13]=1)=O.C([O-])([O-])=O.[Na+].[Na+].O. The product is [C:12]1([C:10]2[N:2]=[C:3]3[CH2:7][CH2:6][CH2:5][N:4]3[CH:9]=2)[CH:17]=[CH:16][CH:15]=[CH:14][CH:13]=1. (4) The reactants are COC(=O)NC(C(N1C(C2NC(C3C=CC4C(=CC=C(C5C=CC(C6NC(C7C8CC(CC8)N7C(=O)C(NC(OC)=O)C(C)C)=NC=6)=CC=5)C=4)C=3)=CN=2)CC2(CC2)C1)=O)C(C)C.[CH3:63][O:64][C:65](=[O:104])[NH:66][CH:67]([C:71]([N:73]1[CH:78]([C:79]2[NH:80][C:81]([C:84]3[CH:93]=[CH:92][C:91]4[C:86](=[CH:87][CH:88]=[C:89](B5OC(C)(C)C(C)(C)O5)[CH:90]=4)[CH:85]=3)=[CH:82][N:83]=2)[CH:77]2[CH2:103][CH:74]1[CH2:75][CH2:76]2)=[O:72])[CH:68]([CH3:70])[CH3:69].[C:105]([O:109][C:110]([N:112]1[CH:118]([C:119]2[NH:120][C:121]([C:124]3[CH:129]=[CH:128][C:127](Br)=[CH:126][CH:125]=3)=[CH:122][N:123]=2)[CH2:117][C:114]2([CH2:116][CH2:115]2)[CH2:113]1)=[O:111])([CH3:108])([CH3:107])[CH3:106].C(=O)([O-])[O-].[K+].[K+]. The catalyst is C(OCC)(=O)C. The product is [C:105]([O:109][C:110]([N:112]1[CH:118]([C:119]2[NH:120][C:121]([C:124]3[CH:129]=[CH:128][C:127]([C:89]4[CH:88]=[CH:87][C:86]5[C:91](=[CH:92][CH:93]=[C:84]([C:81]6[NH:80][C:79]([CH:78]7[CH:77]8[CH2:103][CH:74]([CH2:75][CH2:76]8)[N:73]7[C:71](=[O:72])[CH:67]([NH:66][C:65]([O:64][CH3:63])=[O:104])[CH:68]([CH3:70])[CH3:69])=[N:83][CH:82]=6)[CH:85]=5)[CH:90]=4)=[CH:126][CH:125]=3)=[CH:122][N:123]=2)[CH2:117][C:114]2([CH2:116][CH2:115]2)[CH2:113]1)=[O:111])([CH3:108])([CH3:107])[CH3:106]. The yield is 0.600.